The task is: Regression/Classification. Given a drug SMILES string, predict its absorption, distribution, metabolism, or excretion properties. Task type varies by dataset: regression for continuous measurements (e.g., permeability, clearance, half-life) or binary classification for categorical outcomes (e.g., BBB penetration, CYP inhibition). Dataset: cyp2c9_veith.. This data is from CYP2C9 inhibition data for predicting drug metabolism from PubChem BioAssay. (1) The compound is COc1ccc(NC(=O)c2ccc3c(=O)n(Cc4ccco4)c(=S)[nH]c3c2)c(OC)c1. The result is 1 (inhibitor). (2) The compound is COCCn1c(=O)c(-c2cn(C)c3ccccc23)nc2cnc(N3CCOCC3)nc21. The result is 0 (non-inhibitor).